The task is: Predict the product of the given reaction.. This data is from Forward reaction prediction with 1.9M reactions from USPTO patents (1976-2016). (1) Given the reactants [OH:1][CH:2]([C:14]1[CH:19]=[CH:18][C:17]([C:20]2[N:24]=[C:23]([C:25]3[CH:26]=[N:27][N:28]([C:34]4[CH:39]=[CH:38][CH:37]=[CH:36][CH:35]=4)[C:29]=3[C:30]([F:33])([F:32])[F:31])[O:22][N:21]=2)=[CH:16][CH:15]=1)[C:3]([NH:5][CH2:6][C:7]([O:9]C(C)(C)C)=[O:8])=[O:4].[Li+].[OH-].Cl, predict the reaction product. The product is: [OH:1][CH:2]([C:14]1[CH:19]=[CH:18][C:17]([C:20]2[N:24]=[C:23]([C:25]3[CH:26]=[N:27][N:28]([C:34]4[CH:35]=[CH:36][CH:37]=[CH:38][CH:39]=4)[C:29]=3[C:30]([F:31])([F:32])[F:33])[O:22][N:21]=2)=[CH:16][CH:15]=1)[C:3]([NH:5][CH2:6][C:7]([OH:9])=[O:8])=[O:4]. (2) Given the reactants C[C:2]1[C:3]([C:13]([OH:15])=O)=[N:4][N:5](C2C=CC=CC=2)[N:6]=1.[CH3:16][O:17][CH2:18][CH2:19][N:20]([CH3:28])[C:21]1[CH:26]=[CH:25][C:24]([NH2:27])=[CH:23][N:22]=1, predict the reaction product. The product is: [CH3:16][O:17][CH2:18][CH2:19][N:20]([CH3:28])[C:21]1[N:22]=[CH:23][C:24]([NH:27][C:13]([C:3]2[N:4]=[N:5][NH:6][CH:2]=2)=[O:15])=[CH:25][CH:26]=1. (3) Given the reactants [Br:1][C:2]1[CH:7]=[CH:6][C:5]([OH:8])=[C:4]([Cl:9])[CH:3]=1.[Si:10](Cl)([C:13]([CH3:16])([CH3:15])[CH3:14])([CH3:12])[CH3:11].N1C=CN=C1, predict the reaction product. The product is: [Br:1][C:2]1[CH:7]=[CH:6][C:5]([O:8][Si:10]([C:13]([CH3:16])([CH3:15])[CH3:14])([CH3:12])[CH3:11])=[C:4]([Cl:9])[CH:3]=1.